This data is from Peptide-MHC class II binding affinity with 134,281 pairs from IEDB. The task is: Regression. Given a peptide amino acid sequence and an MHC pseudo amino acid sequence, predict their binding affinity value. This is MHC class II binding data. (1) The peptide sequence is ESLHNPYPDYHWLRT. The MHC is DRB1_0802 with pseudo-sequence DRB1_0802. The binding affinity (normalized) is 0.155. (2) The peptide sequence is LGQQQPFPPQQPYPQ. The MHC is HLA-DPA10201-DPB10101 with pseudo-sequence HLA-DPA10201-DPB10101. The binding affinity (normalized) is 0.204. (3) The peptide sequence is NVKFPGGGQIVGGVY. The MHC is HLA-DQA10501-DQB10301 with pseudo-sequence HLA-DQA10501-DQB10301. The binding affinity (normalized) is 0.742. (4) The peptide sequence is LTRILTIPQSLDSWW. The MHC is DRB1_1501 with pseudo-sequence DRB1_1501. The binding affinity (normalized) is 0.345. (5) The peptide sequence is YAAALVAMPTLAELA. The MHC is HLA-DQA10102-DQB10502 with pseudo-sequence HLA-DQA10102-DQB10502. The binding affinity (normalized) is 0.389. (6) The peptide sequence is RCALHWFPGSHLLAC. The MHC is HLA-DPA10201-DPB10101 with pseudo-sequence HLA-DPA10201-DPB10101. The binding affinity (normalized) is 0.260. (7) The peptide sequence is NEWITDFAGKTVWFV. The MHC is DRB5_0101 with pseudo-sequence DRB5_0101. The binding affinity (normalized) is 0. (8) The binding affinity (normalized) is 0. The peptide sequence is SLAEKLNSSVYSLPPDPDHF. The MHC is HLA-DQA10301-DQB10302 with pseudo-sequence HLA-DQA10301-DQB10302. (9) The peptide sequence is SSKVTITDTTIGTGD. The MHC is DRB3_0101 with pseudo-sequence DRB3_0101. The binding affinity (normalized) is 0.274. (10) The binding affinity (normalized) is 0.336. The peptide sequence is YYSEPTSENNAHHVC. The MHC is DRB3_0101 with pseudo-sequence DRB3_0101.